From a dataset of Peptide-MHC class II binding affinity with 134,281 pairs from IEDB. Regression. Given a peptide amino acid sequence and an MHC pseudo amino acid sequence, predict their binding affinity value. This is MHC class II binding data. (1) The peptide sequence is VATLSEALRIIAGTLEVHAV. The MHC is DRB1_1201 with pseudo-sequence DRB1_1201. The binding affinity (normalized) is 0.497. (2) The peptide sequence is VVLRKRQGPKQMLVG. The MHC is DRB4_0103 with pseudo-sequence DRB4_0103. The binding affinity (normalized) is 0.820. (3) The peptide sequence is RDIFLSQHHPSSLLL. The MHC is H-2-IAb with pseudo-sequence H-2-IAb. The binding affinity (normalized) is 0.120. (4) The binding affinity (normalized) is 0. The peptide sequence is QPEQPQQSFKEQERP. The MHC is HLA-DQA10201-DQB10201 with pseudo-sequence HLA-DQA10201-DQB10202. (5) The peptide sequence is MTETLLVQNANPDCKSIL. The MHC is HLA-DQA10501-DQB10301 with pseudo-sequence HLA-DQA10501-DQB10301. The binding affinity (normalized) is 0.135. (6) The peptide sequence is DGVWEIKSDKPLKGP. The MHC is HLA-DPA10201-DPB10501 with pseudo-sequence HLA-DPA10201-DPB10501. The binding affinity (normalized) is 0. (7) The peptide sequence is FTVQKGSDPKKLVLN. The MHC is DRB3_0101 with pseudo-sequence DRB3_0101. The binding affinity (normalized) is 0.356. (8) The peptide sequence is IEAAASAIQGNVTSI. The MHC is DRB1_0802 with pseudo-sequence DRB1_0802. The binding affinity (normalized) is 0.543.